From a dataset of Reaction yield outcomes from USPTO patents with 853,638 reactions. Predict the reaction yield, written as a fraction of the theoretical maximum amount of product (1.0 means a 100% yield; for example, 0.34 means a 34% yield). (1) The reactants are Cl[CH2:2][C:3]([NH:5][C:6]1[N:7]=[C:8]2[CH:13]=[CH:12][C:11]([O:14][C:15]3[CH:16]=[C:17]([NH:21][C:22](=[O:33])[C:23]4[CH:28]=[CH:27][CH:26]=[C:25]([C:29]([F:32])([F:31])[F:30])[CH:24]=4)[CH:18]=[CH:19][CH:20]=3)=[N:10][N:9]2[CH:34]=1)=[O:4].[CH3:35][NH2:36].CO. The catalyst is C(#N)C. The product is [CH3:35][NH:36][CH2:2][C:3]([NH:5][C:6]1[N:7]=[C:8]2[CH:13]=[CH:12][C:11]([O:14][C:15]3[CH:16]=[C:17]([NH:21][C:22](=[O:33])[C:23]4[CH:28]=[CH:27][CH:26]=[C:25]([C:29]([F:32])([F:31])[F:30])[CH:24]=4)[CH:18]=[CH:19][CH:20]=3)=[N:10][N:9]2[CH:34]=1)=[O:4]. The yield is 0.250. (2) The reactants are [C:1]1([CH:7]([C:33]2[CH:38]=[CH:37][CH:36]=[CH:35][CH:34]=2)[N:8]2[C:16]3[CH:15]=[C:14]4[O:17][CH2:18][CH2:19][O:20][C:13]4=[CH:12][C:11]=3[C:10](O)([C:21]3[C:22]([OH:30])=[CH:23][C:24]4[O:28][CH2:27][CH2:26][C:25]=4[CH:29]=3)[C:9]2=[O:32])[CH:6]=[CH:5][CH:4]=[CH:3][CH:2]=1.C([SiH](CC)CC)C.FC(F)(F)C(O)=O. The catalyst is ClCCl. The product is [C:33]1([CH:7]([C:1]2[CH:6]=[CH:5][CH:4]=[CH:3][CH:2]=2)[N:8]2[C:16]3[CH:15]=[C:14]4[O:17][CH2:18][CH2:19][O:20][C:13]4=[CH:12][C:11]=3[CH:10]([C:21]3[C:22]([OH:30])=[CH:23][C:24]4[O:28][CH2:27][CH2:26][C:25]=4[CH:29]=3)[C:9]2=[O:32])[CH:34]=[CH:35][CH:36]=[CH:37][CH:38]=1. The yield is 1.00. (3) The reactants are [N:1]([CH:4]([C:6]1[N:7]=[C:8]2[S:16][CH:15]=[C:14]([CH3:17])[N:9]2[C:10](=[O:13])[C:11]=1Br)[CH3:5])=[N+:2]=[N-:3].C([Sn](CCCC)(CCCC)[C:23]1[N:24]=[CH:25][S:26][CH:27]=1)CCC. The catalyst is O1CCOCC1.C1C=CC([P]([Pd]([P](C2C=CC=CC=2)(C2C=CC=CC=2)C2C=CC=CC=2)([P](C2C=CC=CC=2)(C2C=CC=CC=2)C2C=CC=CC=2)[P](C2C=CC=CC=2)(C2C=CC=CC=2)C2C=CC=CC=2)(C2C=CC=CC=2)C2C=CC=CC=2)=CC=1. The product is [N:1]([CH:4]([C:6]1[N:7]=[C:8]2[S:16][CH:15]=[C:14]([CH3:17])[N:9]2[C:10](=[O:13])[C:11]=1[C:23]1[N:24]=[CH:25][S:26][CH:27]=1)[CH3:5])=[N+:2]=[N-:3]. The yield is 0.810. (4) The reactants are Cl.Cl.[NH2:3][C@@H:4]1[C:18](=[O:19])[N:17]2[CH2:20][C@H:21]([O:23][C:24]3[C:33]4[C:28](=[C:29]([CH3:36])[C:30]([O:34][CH3:35])=[CH:31][CH:32]=4)[N:27]=[C:26]([C:37]4[S:38][CH:39]=[C:40]([CH:42]([CH3:44])[CH3:43])[N:41]=4)[CH:25]=3)[CH2:22][C@H:16]2[C:15](=[O:45])[NH:14][C@:13]2([C:47]([NH:49][S:50]([CH:53]3[CH2:55][CH2:54]3)(=[O:52])=[O:51])=[O:48])[CH2:46][C@H:12]2[CH:11]=[CH:10][CH2:9][CH2:8][CH2:7][CH2:6][CH2:5]1.C(N(CC)C(C)C)(C)C.ClC(Cl)(O[C:69](=[O:75])OC(Cl)(Cl)Cl)Cl.[NH:77]1[CH2:82][CH2:81][CH2:80][CH2:79][CH2:78]1. The catalyst is ClC(Cl)C. The product is [CH:53]1([S:50]([NH:49][C:47]([C@@:13]23[CH2:46][C@H:12]2[CH:11]=[CH:10][CH2:9][CH2:8][CH2:7][CH2:6][CH2:5][C@H:4]([NH:3][C:69]([N:77]2[CH2:82][CH2:81][CH2:80][CH2:79][CH2:78]2)=[O:75])[C:18](=[O:19])[N:17]2[CH2:20][C@H:21]([O:23][C:24]4[C:33]5[C:28](=[C:29]([CH3:36])[C:30]([O:34][CH3:35])=[CH:31][CH:32]=5)[N:27]=[C:26]([C:37]5[S:38][CH:39]=[C:40]([CH:42]([CH3:43])[CH3:44])[N:41]=5)[CH:25]=4)[CH2:22][C@H:16]2[C:15](=[O:45])[NH:14]3)=[O:48])(=[O:51])=[O:52])[CH2:54][CH2:55]1. The yield is 0.540. (5) The reactants are Cl[C:2]1[CH:7]=[CH:6][N:5]=[C:4]2[CH:8]=[C:9]([C:11]3[CH:16]=[C:15]([O:17][CH3:18])[C:14]([O:19][CH3:20])=[C:13]([O:21][CH3:22])[CH:12]=3)[O:10][C:3]=12.[NH2:23][C:24]1[CH:25]=[CH:26][C:27]2[O:32][C:31]([F:34])([F:33])[C:30](=[O:35])[NH:29][C:28]=2[CH:36]=1.Cl.O1CCOCC1. No catalyst specified. The product is [F:34][C:31]1([F:33])[C:30](=[O:35])[NH:29][C:28]2[CH:36]=[C:24]([NH:23][C:2]3[CH:7]=[CH:6][N:5]=[C:4]4[CH:8]=[C:9]([C:11]5[CH:16]=[C:15]([O:17][CH3:18])[C:14]([O:19][CH3:20])=[C:13]([O:21][CH3:22])[CH:12]=5)[O:10][C:3]=34)[CH:25]=[CH:26][C:27]=2[O:32]1. The yield is 0.260. (6) The reactants are [Cl:1][C:2]1[CH:9]=[C:8]([O:10][CH2:11][CH2:12][CH2:13][N:14]2[CH2:19][CH2:18][N:17]([CH3:20])[CH2:16][CH2:15]2)[CH:7]=[CH:6][C:3]=1[CH:4]=O.[F:21][C:22]([F:33])([F:32])[O:23][C:24]1[CH:25]=[C:26]([NH2:31])[C:27]([NH2:30])=[CH:28][CH:29]=1. No catalyst specified. The product is [Cl:1][C:2]1[CH:9]=[C:8]([O:10][CH2:11][CH2:12][CH2:13][N:14]2[CH2:19][CH2:18][N:17]([CH3:20])[CH2:16][CH2:15]2)[CH:7]=[CH:6][C:3]=1[C:4]1[NH:30][C:27]2[CH:28]=[CH:29][C:24]([O:23][C:22]([F:21])([F:32])[F:33])=[CH:25][C:26]=2[N:31]=1. The yield is 0.230. (7) The reactants are C[Si]([N-][Si](C)(C)C)(C)C.[Na+].[Br:11][C:12]1[N:17]=[CH:16][C:15]2[CH:18]=[C:19]([C:21]3[CH:22]=[N:23][N:24]([CH3:26])[CH:25]=3)[NH:20][C:14]=2[CH:13]=1.Br[CH2:28][CH:29]1[CH2:34][CH2:33][CH2:32][CH2:31][CH2:30]1.[H-].[Na+]. The catalyst is CN(C=O)C.O.CCOC(C)=O. The product is [Br:11][C:12]1[N:17]=[CH:16][C:15]2[CH:18]=[C:19]([C:21]3[CH:22]=[N:23][N:24]([CH3:26])[CH:25]=3)[N:20]([CH2:28][CH:29]3[CH2:34][CH2:33][CH2:32][CH2:31][CH2:30]3)[C:14]=2[CH:13]=1. The yield is 0.590. (8) The reactants are [NH2:1][C:2]1[C:3]([NH:18][C@H:19]([C:22]2[CH:27]=[CH:26][CH:25]=[CH:24][CH:23]=2)[CH2:20][OH:21])=[N:4][C:5]([C:8]2[CH:17]=[CH:16][CH:15]=[C:14]3[C:9]=2[CH:10]=[CH:11][CH:12]=[N:13]3)=[CH:6][N:7]=1.NC1C(N[C@H](C2C=CC=CC=2)[CH2:38][OH:39])=NC(Br)=CN=1.N1C2C=CC=C(B(O)O)C=2C=CC=1.C(=O)([O-])[O-].[K+].[K+]. The catalyst is [Pd].C1(P(C2C=CC=CC=2)C2C=CC=CC=2)C=CC=CC=1.C1(P(C2C=CC=CC=2)C2C=CC=CC=2)C=CC=CC=1.C1(P(C2C=CC=CC=2)C2C=CC=CC=2)C=CC=CC=1.C1(P(C2C=CC=CC=2)C2C=CC=CC=2)C=CC=CC=1.CN(C)C=O.O. The product is [OH:21][CH2:20][C@H:19]([N:18]1[C:3]2=[N:4][C:5]([C:8]3[CH:17]=[CH:16][CH:15]=[C:14]4[C:9]=3[CH:10]=[CH:11][CH:12]=[N:13]4)=[CH:6][N:7]=[C:2]2[NH:1][C:38]1=[O:39])[C:22]1[CH:27]=[CH:26][CH:25]=[CH:24][CH:23]=1. The yield is 0.670. (9) The reactants are [F:1][C:2]([F:11])([CH:8]([F:10])[F:9])/[CH:3]=[CH:4]/[C:5]([OH:7])=O.C(Cl)(=O)C(Cl)=O.[CH3:18][C:19]1[CH:24]=[C:23]([NH:25][CH2:26][CH2:27][NH2:28])[CH:22]=[C:21]([O:29][CH2:30][CH:31]([CH3:34])[CH2:32][CH3:33])[N:20]=1. The catalyst is C(Cl)Cl.CN(C=O)C.C(OCC)(=O)C. The product is [F:11][C:2]([F:1])([CH:8]([F:10])[F:9])/[CH:3]=[CH:4]/[C:5]([NH:28][CH2:27][CH2:26][NH:25][C:23]1[CH:22]=[C:21]([O:29][CH2:30][CH:31]([CH3:34])[CH2:32][CH3:33])[N:20]=[C:19]([CH3:18])[CH:24]=1)=[O:7]. The yield is 0.390.